The task is: Binary classification across 12 toxicity assays.. This data is from Tox21: 12 toxicity assays (nuclear receptors and stress response pathways). (1) The drug is O=Cc1ccccc1C=O. It tested positive (active) for: NR-AR-LBD (Androgen Receptor Ligand Binding Domain agonist), NR-ER (Estrogen Receptor agonist activity), SR-ATAD5 (ATAD5 genotoxicity (DNA damage)), SR-MMP (Mitochondrial Membrane Potential disruption), and SR-p53 (p53 tumor suppressor activation). (2) The drug is O=C1c2ccccc2C(=O)C1C(=O)C(c1ccccc1)c1ccc(Cl)cc1. It tested positive (active) for: SR-MMP (Mitochondrial Membrane Potential disruption). (3) The compound is NNC(=O)c1ccncc1. It tested positive (active) for: NR-AhR (Aryl hydrocarbon Receptor agonist activity). (4) The drug is CCc1ccc2c(c1)C(=O)c1ccccc1C2=O. It tested positive (active) for: NR-AhR (Aryl hydrocarbon Receptor agonist activity), NR-ER (Estrogen Receptor agonist activity), SR-ARE (Antioxidant Response Element (oxidative stress)), SR-ATAD5 (ATAD5 genotoxicity (DNA damage)), and SR-MMP (Mitochondrial Membrane Potential disruption).